This data is from Forward reaction prediction with 1.9M reactions from USPTO patents (1976-2016). The task is: Predict the product of the given reaction. (1) Given the reactants [NH2:1][C:2]1[C:3]([F:17])=[C:4]2[O:8][C:7]([CH:9]3[CH2:11][CH2:10]3)=[N:6][C:5]2=[C:12]([C:15]#[N:16])[C:13]=1[CH3:14].CO[CH:20]1[CH2:24][CH2:23][CH:22](OC)O1, predict the reaction product. The product is: [CH:9]1([C:7]2[O:8][C:4]3[C:5](=[C:12]([C:15]#[N:16])[C:13]([CH3:14])=[C:2]([N:1]4[CH:20]=[CH:24][CH:23]=[CH:22]4)[C:3]=3[F:17])[N:6]=2)[CH2:10][CH2:11]1. (2) Given the reactants Cl[C:2]1[N:7]=[C:6]([NH:8][CH:9]2[C:13]3([CH2:17][CH2:16][CH2:15][CH2:14]3)[CH2:12][N:11]([C:18]([O:20][C:21]([CH3:24])([CH3:23])[CH3:22])=[O:19])[CH2:10]2)[CH:5]=[CH:4][N:3]=1.Cl.[CH3:26][N:27]1[CH:31]=[C:30]([NH2:32])[CH:29]=[N:28]1.CCN(C(C)C)C(C)C, predict the reaction product. The product is: [CH3:26][N:27]1[CH:31]=[C:30]([NH:32][C:2]2[N:7]=[C:6]([NH:8][CH:9]3[C:13]4([CH2:14][CH2:15][CH2:16][CH2:17]4)[CH2:12][N:11]([C:18]([O:20][C:21]([CH3:23])([CH3:22])[CH3:24])=[O:19])[CH2:10]3)[CH:5]=[CH:4][N:3]=2)[CH:29]=[N:28]1. (3) Given the reactants [F:1][C:2]([F:26])([F:25])[S:3][CH2:4][CH2:5][CH2:6][CH2:7][CH2:8][CH2:9][O:10][C:11]1[CH:16]=[C:15]([S:17][CH2:18][C:19]([F:22])([F:21])[F:20])[C:14]([Cl:23])=[CH:13][C:12]=1[Cl:24].ClC1C=CC=C(C(OO)=[O:35])C=1.C(OC(=O)C)C.CCCCCC, predict the reaction product. The product is: [F:26][C:2]([F:1])([F:25])[S:3][CH2:4][CH2:5][CH2:6][CH2:7][CH2:8][CH2:9][O:10][C:11]1[CH:16]=[C:15]([S:17]([CH2:18][C:19]([F:20])([F:21])[F:22])=[O:35])[C:14]([Cl:23])=[CH:13][C:12]=1[Cl:24]. (4) Given the reactants [CH3:1][N+:2]1([CH3:26])[C@@H:7]2[C@@H:8]3[O:10][C@@H:9]3[C@H:3]1[CH2:4][C@@H:5]([O:11][C:12]([C:14]([OH:25])([C:20]1[S:24][CH:23]=[CH:22][CH:21]=1)[C:15]1[S:19][CH:18]=[CH:17][CH:16]=1)=[O:13])[CH2:6]2.O.[Br-].C(=O)(O)[O-].[C:33]([OH:42])(=[O:41])[C:34]1[C:35](=[CH:37][CH:38]=[CH:39][CH:40]=1)[OH:36], predict the reaction product. The product is: [CH3:1][N+:2]1([CH3:26])[C@@H:3]2[C@@H:9]3[O:10][C@@H:8]3[C@H:7]1[CH2:6][C@@H:5]([O:11][C:12]([C:14]([OH:25])([C:15]1[S:19][CH:18]=[CH:17][CH:16]=1)[C:20]1[S:24][CH:23]=[CH:22][CH:21]=1)=[O:13])[CH2:4]2.[C:33]([O-:42])(=[O:41])[C:34]1[C:35](=[CH:37][CH:38]=[CH:39][CH:40]=1)[OH:36].[CH3:1][N+:2]1([CH3:26])[C@@H:3]2[C@@H:9]3[O:10][C@@H:8]3[C@H:7]1[CH2:6][C@@H:5]([O:11][C:12]([C:14]([OH:25])([C:15]1[S:19][CH:18]=[CH:17][CH:16]=1)[C:20]1[S:24][CH:23]=[CH:22][CH:21]=1)=[O:13])[CH2:4]2. (5) Given the reactants [F:1][C:2]([F:7])([F:6])[C:3]([OH:5])=[O:4].[NH2:8][CH2:9][CH2:10][NH:11][C:12]([C:14]1[N:22]=[C:21]2[C:17]([N:18]=[CH:19][N:20]2[C@@H:23]2[CH2:27][C@H:26]([N:28]3[CH:32]=[C:31]([CH2:33][OH:34])[CH:30]=[N:29]3)[C@@H:25]([OH:35])[C@H:24]2[OH:36])=[C:16]([NH:37][CH2:38][CH:39]([C:46]2[CH:51]=[CH:50][CH:49]=[CH:48][CH:47]=2)[C:40]2[CH:45]=[CH:44][CH:43]=[CH:42][CH:41]=2)[N:15]=1)=[O:13].FC(F)(F)C(O)=O.O[C@@H]1[C@H](O)[C@@H](N2C=C(C)C=N2)C[C@H]1N1C=NC2C1=NC(NC1CCC(N[C:104]([NH:106][CH:107]3[CH2:112][CH2:111][N:110]([C:113]4[CH:118]=[CH:117][CH:116]=[CH:115][N:114]=4)[CH2:109]C3)=[O:105])CC1)=NC=2NCC(C1C=CC=CC=1)C1C=CC=CC=1.N1C=CC=CC=1N1CC[C@@H](NC(N2C=CN=C2)=O)C1, predict the reaction product. The product is: [F:1][C:2]([F:7])([F:6])[C:3]([OH:5])=[O:4].[N:114]1[CH:115]=[CH:116][CH:117]=[CH:118][C:113]=1[N:110]1[CH2:111][CH2:112][C@@H:107]([NH:106][C:104](=[O:105])[NH:8][CH2:9][CH2:10][NH:11][C:12]([C:14]2[N:22]=[C:21]3[C:17]([N:18]=[CH:19][N:20]3[C@@H:23]3[CH2:27][C@H:26]([N:28]4[CH:32]=[C:31]([CH2:33][OH:34])[CH:30]=[N:29]4)[C@@H:25]([OH:35])[C@H:24]3[OH:36])=[C:16]([NH:37][CH2:38][CH:39]([C:46]3[CH:47]=[CH:48][CH:49]=[CH:50][CH:51]=3)[C:40]3[CH:41]=[CH:42][CH:43]=[CH:44][CH:45]=3)[N:15]=2)=[O:13])[CH2:109]1.